From a dataset of Catalyst prediction with 721,799 reactions and 888 catalyst types from USPTO. Predict which catalyst facilitates the given reaction. (1) Reactant: C([O-])([O-])=O.[Cs+].[Cs+].[Cl:7][C:8]1[NH:9][C:10]2[C:15]([C:16]=1[CH:17]=[O:18])=[CH:14][CH:13]=[CH:12][CH:11]=2.[C:19]1([S:25](Cl)(=[O:27])=[O:26])[CH:24]=[CH:23][CH:22]=[CH:21][CH:20]=1. Product: [Cl:7][C:8]1[N:9]([S:25]([C:19]2[CH:24]=[CH:23][CH:22]=[CH:21][CH:20]=2)(=[O:27])=[O:26])[C:10]2[C:15]([C:16]=1[CH:17]=[O:18])=[CH:14][CH:13]=[CH:12][CH:11]=2. The catalyst class is: 163. (2) Reactant: C(O[C:6]([NH:8][CH2:9][CH2:10][O:11][C:12]1[CH:17]=[C:16]([C:18]#[N:19])[CH:15]=[CH:14][C:13]=1[CH:20]=[CH:21][C:22]([O:24][CH2:25][CH3:26])=[O:23])=[O:7])(C)(C)C.Cl.[N:28]1[CH:33]=[CH:32][C:31]([N:34]2[CH2:39][CH2:38][CH:37](C(O)=O)[CH2:36][CH2:35]2)=[CH:30][CH:29]=1.F[P-](F)(F)(F)(F)F.Br[P+](N1CCCC1)(N1CCCC1)N1CCCC1.C(N(CC)CC)C. Product: [C:18]([C:16]1[CH:15]=[CH:14][C:13]([CH:20]=[CH:21][C:22]([O:24][CH2:25][CH3:26])=[O:23])=[C:12]([O:11][CH2:10][CH2:9][NH:8][C:6]([CH:37]2[CH2:36][CH2:35][N:34]([C:31]3[CH:32]=[CH:33][N:28]=[CH:29][CH:30]=3)[CH2:39][CH2:38]2)=[O:7])[CH:17]=1)#[N:19]. The catalyst class is: 89. (3) Reactant: Br[C:2]1[CH:11]=[C:10]2[C:5]([CH2:6][CH:7]([CH3:26])[N:8]([C:12]3[CH:17]=[C:16]([N:18]4[CH2:23][CH2:22][N:21]([CH3:24])[CH2:20][CH2:19]4)[N:15]=[C:14]([NH2:25])[N:13]=3)[CH2:9]2)=[CH:4][CH:3]=1.CC1(C)C(C)(C)OB([C:35]2[CH2:36][CH2:37][N:38]([C:41]([O:43][C:44]([CH3:47])([CH3:46])[CH3:45])=[O:42])[CH2:39][CH:40]=2)O1.[B].ClCCl.C(=O)([O-])[O-].[K+].[K+].O. Product: [NH2:25][C:14]1[N:13]=[C:12]([N:8]2[CH:7]([CH3:26])[CH2:6][C:5]3[C:10](=[CH:11][C:2]([C:35]4[CH2:40][CH2:39][N:38]([C:41]([O:43][C:44]([CH3:47])([CH3:46])[CH3:45])=[O:42])[CH2:37][CH:36]=4)=[CH:3][CH:4]=3)[CH2:9]2)[CH:17]=[C:16]([N:18]2[CH2:23][CH2:22][N:21]([CH3:24])[CH2:20][CH2:19]2)[N:15]=1. The catalyst class is: 155. (4) Reactant: [Cl:1][C:2]1[CH:3]=[C:4]([CH2:14][N:15]2[C:19]([CH3:20])=[CH:18][C:17]([C:21]([O:23]CC)=[O:22])=[N:16]2)[C:5]2[O:9][C:8]([CH:10]3[CH2:12][CH2:11]3)=[CH:7][C:6]=2[CH:13]=1.[OH-].[Na+:27]. Product: [Cl:1][C:2]1[CH:3]=[C:4]([CH2:14][N:15]2[C:19]([CH3:20])=[CH:18][C:17]([C:21]([O-:23])=[O:22])=[N:16]2)[C:5]2[O:9][C:8]([CH:10]3[CH2:12][CH2:11]3)=[CH:7][C:6]=2[CH:13]=1.[Na+:27]. The catalyst class is: 14. (5) Reactant: [Mg].[CH2:2]([O:9][C:10]1[C:19](=[O:20])[C:18]2[C:13](=[CH:14][C:15](I)=[CH:16][CH:17]=2)[O:12][C:11]=1[C:22]1[CH:27]=[C:26]([O:28][CH3:29])[C:25]([O:30][CH3:31])=[C:24]([O:32][CH3:33])[CH:23]=1)[C:3]1[CH:8]=[CH:7][CH:6]=[CH:5][CH:4]=1.O1[CH2:38][CH2:37][CH2:36][CH2:35]1. Product: [CH2:2]([O:9][C:10]1[C:19](=[O:20])[C:18]2[C:13](=[CH:14][C:15]([CH2:35][CH2:36][CH:37]([CH3:38])[CH2:15][CH2:16][CH2:17][CH:18]([CH3:13])[CH2:19][CH2:10][CH2:11][CH:22]([CH3:27])[CH3:23])=[CH:16][CH:17]=2)[O:12][C:11]=1[C:22]1[CH:27]=[C:26]([O:28][CH3:29])[C:25]([O:30][CH3:31])=[C:24]([O:32][CH3:33])[CH:23]=1)[C:3]1[CH:8]=[CH:7][CH:6]=[CH:5][CH:4]=1. The catalyst class is: 530. (6) Product: [NH2:26][C:19]1[CH2:20][O:21][CH2:22][C:23]([F:24])([F:25])[C:17]([C:15]2[CH:16]=[C:11]([NH:10][C:8](=[O:9])[C:5]3[CH:4]=[CH:3][C:2]([Cl:1])=[CH:7][N:6]=3)[CH:12]=[CH:13][C:14]=2[F:35])([CH3:34])[N:18]=1. Reactant: [Cl:1][C:2]1[CH:3]=[CH:4][C:5]([C:8]([NH:10][C:11]2[CH:12]=[CH:13][C:14]([F:35])=[C:15]([C:17]3([CH3:34])[C:23]([F:25])([F:24])[CH2:22][O:21][CH2:20][C:19]([NH:26]C(=O)OC(C)(C)C)=[N:18]3)[CH:16]=2)=[O:9])=[N:6][CH:7]=1. The catalyst class is: 393.